Dataset: Full USPTO retrosynthesis dataset with 1.9M reactions from patents (1976-2016). Task: Predict the reactants needed to synthesize the given product. (1) Given the product [CH2:12]([O:19][C:20]([NH:22][C@@H:23]1[CH2:24][C@H:25]2[C@H:26]([O:9]2)[CH2:27][C@@H:28]1[C:29]([O:31][CH3:32])=[O:30])=[O:21])[C:13]1[CH:14]=[CH:15][CH:16]=[CH:17][CH:18]=1, predict the reactants needed to synthesize it. The reactants are: ClC1C=CC=C(C(OO)=[O:9])C=1.[CH2:12]([O:19][C:20]([NH:22][C@H:23]1[C@@H:28]([C:29]([O:31][CH3:32])=[O:30])[CH2:27][CH:26]=[CH:25][CH2:24]1)=[O:21])[C:13]1[CH:18]=[CH:17][CH:16]=[CH:15][CH:14]=1. (2) Given the product [C:1]([O:5][C:6]([N:8]1[CH2:13][CH2:12][N:11]([C:14]2[N:19]=[C:18]([NH:26][CH2:25][C:24]3[CH:27]=[CH:28][CH:29]=[C:22]([Cl:21])[CH:23]=3)[CH:17]=[CH:16][N:15]=2)[CH2:10][CH2:9]1)=[O:7])([CH3:4])([CH3:3])[CH3:2], predict the reactants needed to synthesize it. The reactants are: [C:1]([O:5][C:6]([N:8]1[CH2:13][CH2:12][N:11]([C:14]2[N:19]=[C:18](Cl)[CH:17]=[CH:16][N:15]=2)[CH2:10][CH2:9]1)=[O:7])([CH3:4])([CH3:3])[CH3:2].[Cl:21][C:22]1[CH:23]=[C:24]([CH:27]=[CH:28][CH:29]=1)[CH2:25][NH2:26].C(=O)([O-])[O-].[K+].[K+].O. (3) The reactants are: [CH3:1][C@@:2]12[C@@H:18]3[C@H:13]([C@@H:14]4[CH2:21][CH2:20][C:19](=[CH2:22])[C@@:15]4([CH3:23])[CH2:16][CH2:17]3)[C@@H:12]([OH:24])[C@H:11]([OH:25])[C@H:10]1[CH2:9][C:8]1[NH:7][N:6]=[CH:5][C:4]=1[CH2:3]2. Given the product [CH:12]([C@@H:13]1[C@@H:18]([C@:2]2([CH3:1])[C@@H:10]([CH:11]=[O:25])[CH2:9][C:8]3[NH:7][N:6]=[CH:5][C:4]=3[CH2:3]2)[CH2:17][CH2:16][C@@:15]2([CH3:23])[C@H:14]1[CH2:21][CH2:20][C:19]2=[CH2:22])=[O:24], predict the reactants needed to synthesize it. (4) Given the product [Si:43]([O:63][CH:54]1[CH2:53][CH:52]([C:1]([O:9][CH2:10][CH3:11])=[O:8])[CH:56]([CH2:57][CH3:58])[CH2:55]1)([C:40]([CH3:42])([CH3:41])[CH3:39])([CH3:45])[CH3:44], predict the reactants needed to synthesize it. The reactants are: [C:1]([O:9][CH:10]1CC(C2N3C4C=CN(S(C5C=CC(C)=CC=5)(=O)=O)C=4N=CC3=NN=2)C(CC)[CH2:11]1)(=[O:8])C1C=CC=CC=1.[CH3:39][C:40]([Si:43](Cl)([CH3:45])[CH3:44])([CH3:42])[CH3:41].N1C=CN=C1.[CH3:52][CH2:53][CH2:54][CH2:55][CH2:56][CH2:57][CH3:58].CN(C=[O:63])C.